Dataset: Forward reaction prediction with 1.9M reactions from USPTO patents (1976-2016). Task: Predict the product of the given reaction. (1) Given the reactants [Cl:1][C:2]1[CH:7]=[CH:6][C:5]([N:8]2[CH2:12][CH2:11][S:10]/[C:9]/2=[N:13]\[C:14]([N:16]2[CH:20]=[CH:19][N:18]=[CH:17]2)=[O:15])=[CH:4][CH:3]=1.[I:21][CH3:22], predict the reaction product. The product is: [I-:21].[Cl:1][C:2]1[CH:3]=[CH:4][C:5]([N:8]2[CH2:12][CH2:11][S:10]/[C:9]/2=[N:13]\[C:14]([N:16]2[CH:20]=[CH:19][N+:18]([CH3:22])=[CH:17]2)=[O:15])=[CH:6][CH:7]=1. (2) Given the reactants [NH:1]1[CH2:6][CH2:5][CH:4]([N:7]2[C:11]3[CH:12]=[N:13][C:14]4[CH:15]=[CH:16][CH:17]=[CH:18][C:19]=4[C:10]=3[NH:9][C:8]2=[O:20])[CH2:3][CH2:2]1.Cl[C:22]1[N:27]=[CH:26][N:25]=[C:24]([C:28]([C:30]2[CH:40]=[C:39]([CH3:41])[C:33]3[N:34]([CH3:38])[C:35](=[O:37])[O:36][C:32]=3[CH:31]=2)=[O:29])[CH:23]=1.CCN(C(C)C)C(C)C, predict the reaction product. The product is: [CH3:38][N:34]1[C:33]2[C:39]([CH3:41])=[CH:40][C:30]([C:28]([C:24]3[N:25]=[CH:26][N:27]=[C:22]([N:1]4[CH2:2][CH2:3][CH:4]([N:7]5[C:11]6[CH:12]=[N:13][C:14]7[CH:15]=[CH:16][CH:17]=[CH:18][C:19]=7[C:10]=6[NH:9][C:8]5=[O:20])[CH2:5][CH2:6]4)[CH:23]=3)=[O:29])=[CH:31][C:32]=2[O:36][C:35]1=[O:37]. (3) Given the reactants [C:1]([O:9][CH3:10])(=[O:8])[C:2]1[CH:7]=[CH:6][CH:5]=[CH:4][CH:3]=1.[CH2:11]([C:15]([CH2:20][CH3:21])([CH2:18][OH:19])CO)[CH2:12][CH2:13][CH3:14].[CH3:22][O-:23].[K+], predict the reaction product. The product is: [C:1]([O:9][CH2:10][C:15]([CH2:11][CH2:12][CH2:13][CH3:14])([CH2:20][CH3:21])[CH2:18][O:19][C:22](=[O:23])[C:2]1[CH:7]=[CH:6][CH:5]=[CH:4][CH:3]=1)(=[O:8])[C:2]1[CH:7]=[CH:6][CH:5]=[CH:4][CH:3]=1. (4) Given the reactants C(OC(=O)[NH:7][C@H:8]([CH2:13][N:14]=[N+:15]=[N-:16])[CH2:9][CH:10]([CH3:12])[CH3:11])(C)(C)C.C(O)(C(F)(F)F)=O, predict the reaction product. The product is: [N:14]([CH2:13][C@@H:8]([NH2:7])[CH2:9][CH:10]([CH3:12])[CH3:11])=[N+:15]=[N-:16]. (5) Given the reactants C([O:3][C:4](=[O:30])[CH:5]([O:27][CH2:28][CH3:29])[CH2:6][C:7]1[CH:12]=[CH:11][C:10]([O:13][CH2:14][C:15]2[N:16]=[C:17]([C:20]3[CH:25]=[CH:24][CH:23]=[CH:22][CH:21]=3)[S:18][CH:19]=2)=[CH:9][C:8]=1[CH3:26])C.[Li+].[OH-], predict the reaction product. The product is: [CH2:28]([O:27][CH:5]([CH2:6][C:7]1[CH:12]=[CH:11][C:10]([O:13][CH2:14][C:15]2[N:16]=[C:17]([C:20]3[CH:21]=[CH:22][CH:23]=[CH:24][CH:25]=3)[S:18][CH:19]=2)=[CH:9][C:8]=1[CH3:26])[C:4]([OH:30])=[O:3])[CH3:29].